From a dataset of Forward reaction prediction with 1.9M reactions from USPTO patents (1976-2016). Predict the product of the given reaction. (1) Given the reactants [N:1]1([C:7]2[CH:17]=[CH:16][C:10]([C:11]([O:13][CH2:14][CH3:15])=[O:12])=[CH:9][CH:8]=2)[CH2:6][CH2:5][NH:4][CH2:3][CH2:2]1.Br[CH2:19][C:20]([C:22]12[CH2:31][CH:26]3[CH2:27][CH:28]([CH2:30][CH:24]([CH2:25]3)[CH2:23]1)[CH2:29]2)=[O:21].C(=O)([O-])[O-].[Na+].[Na+], predict the reaction product. The product is: [C:22]12([C:20](=[O:21])[CH2:19][N:4]3[CH2:3][CH2:2][N:1]([C:7]4[CH:8]=[CH:9][C:10]([C:11]([O:13][CH2:14][CH3:15])=[O:12])=[CH:16][CH:17]=4)[CH2:6][CH2:5]3)[CH2:29][CH:28]3[CH2:27][CH:26]([CH2:25][CH:24]([CH2:30]3)[CH2:23]1)[CH2:31]2. (2) Given the reactants [NH2:1][C:2]1[C:3]([NH:9][C@@H:10]2[CH2:14][CH2:13][N:12]([C:15]([O:17][C:18]([CH3:21])([CH3:20])[CH3:19])=[O:16])[CH2:11]2)=[N:4][CH:5]=[C:6]([Cl:8])[CH:7]=1.CCN(C(C)C)C(C)C.Cl[C:32](Cl)([O:34]C(=O)OC(Cl)(Cl)Cl)Cl, predict the reaction product. The product is: [Cl:8][C:6]1[CH:7]=[C:2]2[NH:1][C:32](=[O:34])[N:9]([C@@H:10]3[CH2:14][CH2:13][N:12]([C:15]([O:17][C:18]([CH3:21])([CH3:20])[CH3:19])=[O:16])[CH2:11]3)[C:3]2=[N:4][CH:5]=1.